This data is from Reaction yield outcomes from USPTO patents with 853,638 reactions. The task is: Predict the reaction yield, written as a fraction of the theoretical maximum amount of product (1.0 means a 100% yield; for example, 0.34 means a 34% yield). The reactants are [CH3:1][C:2](=O)[C:3]([CH3:6])([CH3:5])[CH3:4].Cl.[NH2:9][NH:10][C:11]([NH2:13])=[O:12].C([O-])(=O)C.[Na+]. The catalyst is O. The product is [CH3:1][C:2](=[N:9][NH:10][C:11]([NH2:13])=[O:12])[C:3]([CH3:6])([CH3:5])[CH3:4]. The yield is 0.710.